From a dataset of Full USPTO retrosynthesis dataset with 1.9M reactions from patents (1976-2016). Predict the reactants needed to synthesize the given product. (1) Given the product [Si:1]([O:8][CH2:9][CH:10]1[CH2:15][CH2:14][CH2:13][N:12]([C:16]2[CH:27]=[CH:26][CH:25]=[CH:24][C:17]=2[CH2:18][CH2:19][C:20]([O:22][CH3:23])=[O:21])[CH2:11]1)([C:4]([CH3:7])([CH3:6])[CH3:5])([CH3:2])[CH3:3], predict the reactants needed to synthesize it. The reactants are: [Si:1]([O:8][CH2:9][CH:10]1[CH2:15][CH2:14][CH2:13][N:12]([C:16]2[CH:27]=[CH:26][CH:25]=[CH:24][C:17]=2/[CH:18]=[CH:19]/[C:20]([O:22][CH3:23])=[O:21])[CH2:11]1)([C:4]([CH3:7])([CH3:6])[CH3:5])([CH3:3])[CH3:2].[H][H]. (2) Given the product [CH3:1]/[C:2](=[C:7](\[CH3:8])/[C:6]([O:5][CH3:3])=[O:9])/[C:15]([O:17][CH3:20])=[O:18], predict the reactants needed to synthesize it. The reactants are: [CH3:1][C:2]1[C:3]([O:5][C:6](=[O:9])[C:7]=1[CH3:8])=O.S(=O)(=O)(O)O.[C:15](=[O:18])([OH:17])[O-].[Na+].[CH3:20]O. (3) Given the product [CH2:22]([N:29]1[CH2:30][CH:31]=[C:32]([C:35]2[N:36]=[C:37]([C:2]3[N:6]4[CH:7]=[CH:8][C:9]([C:11]([CH3:21])([O:13][Si:14]([CH2:19][CH3:20])([CH2:17][CH3:18])[CH2:15][CH3:16])[CH3:12])=[N:10][C:5]4=[N:4][CH:3]=3)[CH:38]=[CH:39][N:40]=2)[CH2:33][CH2:34]1)[C:23]1[CH:24]=[CH:25][CH:26]=[CH:27][CH:28]=1, predict the reactants needed to synthesize it. The reactants are: Br[C:2]1[N:6]2[CH:7]=[CH:8][C:9]([C:11]([CH3:21])([O:13][Si:14]([CH2:19][CH3:20])([CH2:17][CH3:18])[CH2:15][CH3:16])[CH3:12])=[N:10][C:5]2=[N:4][CH:3]=1.[CH2:22]([N:29]1[CH2:34][CH:33]=[C:32]([C:35]2[N:40]=[C:39](Cl)[CH:38]=[CH:37][N:36]=2)[CH2:31][CH2:30]1)[C:23]1[CH:28]=[CH:27][CH:26]=[CH:25][CH:24]=1. (4) Given the product [Cl:1][C:2]1[CH:3]=[C:4]([C:8]2[CH:9]=[C:10]([O:28][CH3:26])[C:11]([C:14]#[N:15])=[N:12][CH:13]=2)[CH:5]=[CH:6][CH:7]=1, predict the reactants needed to synthesize it. The reactants are: [Cl:1][C:2]1[CH:3]=[C:4]([C:8]2[CH:9]=[C:10](Cl)[C:11]([C:14]#[N:15])=[N:12][CH:13]=2)[CH:5]=[CH:6][CH:7]=1.C[O-].[Na+].CCCCCC.[C:26](OCC)(=[O:28])C. (5) Given the product [Cl:1][C:2]1[CH:10]=[CH:9][C:8]([O:11][C:12]([F:13])([F:14])[F:15])=[C:7]2[C:3]=1[CH:4]=[CH:5][N:6]2[CH2:21][CH2:20][O:19][CH3:18], predict the reactants needed to synthesize it. The reactants are: [Cl:1][C:2]1[CH:10]=[CH:9][C:8]([O:11][C:12]([F:15])([F:14])[F:13])=[C:7]2[C:3]=1[CH:4]=[CH:5][NH:6]2.[OH-].[K+].[CH3:18][O:19][CH2:20][CH2:21]Br.